This data is from NCI-60 drug combinations with 297,098 pairs across 59 cell lines. The task is: Regression. Given two drug SMILES strings and cell line genomic features, predict the synergy score measuring deviation from expected non-interaction effect. (1) Drug 1: C1CC(=O)NC(=O)C1N2CC3=C(C2=O)C=CC=C3N. Drug 2: C1=CC(=CC=C1CCCC(=O)O)N(CCCl)CCCl. Cell line: NCI-H226. Synergy scores: CSS=11.2, Synergy_ZIP=-3.95, Synergy_Bliss=2.05, Synergy_Loewe=0.772, Synergy_HSA=2.81. (2) Drug 1: COC1=CC(=CC(=C1O)OC)C2C3C(COC3=O)C(C4=CC5=C(C=C24)OCO5)OC6C(C(C7C(O6)COC(O7)C8=CC=CS8)O)O. Drug 2: CN(C)N=NC1=C(NC=N1)C(=O)N. Cell line: KM12. Synergy scores: CSS=31.9, Synergy_ZIP=-7.84, Synergy_Bliss=-1.14, Synergy_Loewe=-6.34, Synergy_HSA=5.85. (3) Drug 1: C1CCN(CC1)CCOC2=CC=C(C=C2)C(=O)C3=C(SC4=C3C=CC(=C4)O)C5=CC=C(C=C5)O. Drug 2: C1CN(P(=O)(OC1)NCCCl)CCCl. Cell line: MCF7. Synergy scores: CSS=10.6, Synergy_ZIP=-2.98, Synergy_Bliss=-1.96, Synergy_Loewe=-13.3, Synergy_HSA=-3.50. (4) Drug 1: C1CN(CCN1C(=O)CCBr)C(=O)CCBr. Drug 2: CCC1(C2=C(COC1=O)C(=O)N3CC4=CC5=C(C=CC(=C5CN(C)C)O)N=C4C3=C2)O.Cl. Cell line: HCC-2998. Synergy scores: CSS=36.5, Synergy_ZIP=5.79, Synergy_Bliss=4.61, Synergy_Loewe=8.08, Synergy_HSA=9.10. (5) Synergy scores: CSS=0.120, Synergy_ZIP=0.332, Synergy_Bliss=2.34, Synergy_Loewe=-0.606, Synergy_HSA=0.679. Drug 2: COC1=C2C(=CC3=C1OC=C3)C=CC(=O)O2. Cell line: IGROV1. Drug 1: CCCS(=O)(=O)NC1=C(C(=C(C=C1)F)C(=O)C2=CNC3=C2C=C(C=N3)C4=CC=C(C=C4)Cl)F. (6) Drug 1: C1CC(=O)NC(=O)C1N2CC3=C(C2=O)C=CC=C3N. Drug 2: C1C(C(OC1N2C=NC(=NC2=O)N)CO)O. Cell line: SNB-75. Synergy scores: CSS=1.47, Synergy_ZIP=1.55, Synergy_Bliss=1.51, Synergy_Loewe=-1.25, Synergy_HSA=-2.65. (7) Drug 1: CCC1=CC2CC(C3=C(CN(C2)C1)C4=CC=CC=C4N3)(C5=C(C=C6C(=C5)C78CCN9C7C(C=CC9)(C(C(C8N6C)(C(=O)OC)O)OC(=O)C)CC)OC)C(=O)OC.C(C(C(=O)O)O)(C(=O)O)O. Drug 2: CC1=CC=C(C=C1)C2=CC(=NN2C3=CC=C(C=C3)S(=O)(=O)N)C(F)(F)F. Cell line: HCC-2998. Synergy scores: CSS=63.0, Synergy_ZIP=3.90, Synergy_Bliss=1.02, Synergy_Loewe=-22.2, Synergy_HSA=2.04. (8) Drug 1: C1=C(C(=O)NC(=O)N1)F. Drug 2: CC1C(C(CC(O1)OC2CC(CC3=C2C(=C4C(=C3O)C(=O)C5=C(C4=O)C(=CC=C5)OC)O)(C(=O)CO)O)N)O.Cl. Cell line: MOLT-4. Synergy scores: CSS=50.2, Synergy_ZIP=-6.10, Synergy_Bliss=-8.74, Synergy_Loewe=-3.52, Synergy_HSA=-1.84. (9) Drug 2: COCCOC1=C(C=C2C(=C1)C(=NC=N2)NC3=CC=CC(=C3)C#C)OCCOC. Synergy scores: CSS=44.0, Synergy_ZIP=-2.03, Synergy_Bliss=-1.06, Synergy_Loewe=2.70, Synergy_HSA=6.13. Cell line: T-47D. Drug 1: C1=CN(C(=O)N=C1N)C2C(C(C(O2)CO)O)(F)F.